From a dataset of Forward reaction prediction with 1.9M reactions from USPTO patents (1976-2016). Predict the product of the given reaction. (1) Given the reactants [Br:1][C:2]1[C:7]([NH2:8])=[CH:6][CH:5]=[C:4]([C:9]2[CH:14]=[CH:13][CH:12]=[CH:11][CH:10]=2)[N:3]=1.C[Si]([N-][Si](C)(C)C)(C)C.[Na+].[C:25](O[C:25]([O:27][C:28]([CH3:31])([CH3:30])[CH3:29])=[O:26])([O:27][C:28]([CH3:31])([CH3:30])[CH3:29])=[O:26], predict the reaction product. The product is: [Br:1][C:2]1[C:7]([NH:8][C:25](=[O:26])[O:27][C:28]([CH3:31])([CH3:30])[CH3:29])=[CH:6][CH:5]=[C:4]([C:9]2[CH:14]=[CH:13][CH:12]=[CH:11][CH:10]=2)[N:3]=1. (2) Given the reactants [Br:1][C:2]1[CH:3]=[N:4][N:5]2[CH:10]=[C:9]([C:11]3[CH:12]=[N:13][C:14](F)=[CH:15][CH:16]=3)[CH:8]=[N:7][C:6]=12.[NH2:18][CH2:19][C:20]([CH3:23])([OH:22])[CH3:21].C(=O)([O-])[O-].[K+].[K+], predict the reaction product. The product is: [Br:1][C:2]1[CH:3]=[N:4][N:5]2[CH:10]=[C:9]([C:11]3[CH:16]=[CH:15][C:14]([NH:18][CH2:19][C:20]([CH3:23])([OH:22])[CH3:21])=[N:13][CH:12]=3)[CH:8]=[N:7][C:6]=12.